From a dataset of Catalyst prediction with 721,799 reactions and 888 catalyst types from USPTO. Predict which catalyst facilitates the given reaction. (1) Reactant: [Cu](C#N)C#N.[C:6]([Mg]Cl)([CH3:9])([CH3:8])[CH3:7].Br[C:13]1[N:18]=[C:17]([F:19])[C:16]([O:20][Si](C(C)C)(C(C)C)C(C)C)=[CH:15][CH:14]=1. Product: [C:6]([C:13]1[N:18]=[C:17]([F:19])[C:16]([OH:20])=[CH:15][CH:14]=1)([CH3:9])([CH3:8])[CH3:7]. The catalyst class is: 1. (2) Reactant: Cl[C:2]1[CH:7]=[C:6]([O:8][CH3:9])[N:5]=[CH:4][N:3]=1.[C:10]([O:14][C:15]([N:17]1[CH2:22][CH:21]=[C:20](B2OC(C)(C)C(C)(C)O2)[CH2:19][CH2:18]1)=[O:16])([CH3:13])([CH3:12])[CH3:11].C(=O)([O-])[O-].[Na+].[Na+].O. Product: [C:10]([O:14][C:15]([N:17]1[CH2:18][CH:19]=[C:20]([C:2]2[CH:7]=[C:6]([O:8][CH3:9])[N:5]=[CH:4][N:3]=2)[CH2:21][CH2:22]1)=[O:16])([CH3:13])([CH3:11])[CH3:12]. The catalyst class is: 755. (3) Reactant: [F:1][C:2]1[CH:20]=[CH:19][C:5]([CH2:6][CH:7]2[CH2:13][CH:12]3[N:14]([C:15](=[O:18])[CH2:16][OH:17])[CH:9]([CH2:10][CH2:11]3)[CH2:8]2)=[CH:4][CH:3]=1.[H-].[Na+].Cl[C:24]1[C:29]([N+:30]([O-:32])=[O:31])=[CH:28][C:27]([Cl:33])=[CH:26][N:25]=1. Product: [N+:30]([C:29]1[C:24]([O:17][CH2:16][C:15]([N:14]2[CH:9]3[CH2:10][CH2:11][CH:12]2[CH2:13][CH:7]([CH2:6][C:5]2[CH:4]=[CH:3][C:2]([F:1])=[CH:20][CH:19]=2)[CH2:8]3)=[O:18])=[N:25][CH:26]=[C:27]([Cl:33])[CH:28]=1)([O-:32])=[O:31]. The catalyst class is: 11. (4) Reactant: [CH:1]1[C:6]2[CH2:7][CH2:8][CH:9]([C:13]([O:15]CC)=[O:14])[CH2:10][C:11](=[O:12])[C:5]=2[CH:4]=[CH:3][CH:2]=1.[OH-].[Na+]. Product: [CH:1]1[C:6]2[CH2:7][CH2:8][CH:9]([C:13]([OH:15])=[O:14])[CH2:10][C:11](=[O:12])[C:5]=2[CH:4]=[CH:3][CH:2]=1. The catalyst class is: 28. (5) Reactant: [Cl:1][C:2]1[CH:19]=[CH:18][C:5]([O:6][CH:7]2[CH2:10][N:9]([CH2:11][CH2:12][C:13]3([NH2:17])[CH2:16][CH2:15][CH2:14]3)[CH2:8]2)=[CH:4][CH:3]=1.C1([O:26][C:27](=O)[NH:28][C:29]2[S:30][C:31]([CH2:34][CH3:35])=[N:32][N:33]=2)C=CC=CC=1. Product: [Cl:1][C:2]1[CH:3]=[CH:4][C:5]([O:6][CH:7]2[CH2:10][N:9]([CH2:11][CH2:12][C:13]3([NH:17][C:27]([NH:28][C:29]4[S:30][C:31]([CH2:34][CH3:35])=[N:32][N:33]=4)=[O:26])[CH2:16][CH2:15][CH2:14]3)[CH2:8]2)=[CH:18][CH:19]=1. The catalyst class is: 16. (6) Reactant: [Cl:1][C:2]1[CH:38]=[CH:37][CH:36]=[C:35]([C:39]([F:42])([F:41])[F:40])[C:3]=1[C:4]([N:6]1[C:14]2[C:9](=[CH:10][CH:11]=[C:12]([B:15]3[O:19]C(C)(C)C(C)(C)[O:16]3)[CH:13]=2)[C:8]([C:24]2[CH:33]=[CH:32][C:27]([C:28]([O:30][CH3:31])=[O:29])=[CH:26][C:25]=2[F:34])=[N:7]1)=[O:5]. Product: [Cl:1][C:2]1[CH:38]=[CH:37][CH:36]=[C:35]([C:39]([F:40])([F:41])[F:42])[C:3]=1[C:4]([N:6]1[C:14]2[C:9](=[CH:10][CH:11]=[C:12]([B:15]([OH:19])[OH:16])[CH:13]=2)[C:8]([C:24]2[CH:33]=[CH:32][C:27]([C:28]([O:30][CH3:31])=[O:29])=[CH:26][C:25]=2[F:34])=[N:7]1)=[O:5]. The catalyst class is: 20. (7) Reactant: CC1(C)[O:6][CH:5]([CH2:7][CH2:8][NH:9][C:10]([CH:12]2[CH:16]([C:17]3[CH:22]=[CH:21][CH:20]=[C:19]([Cl:23])[C:18]=3[F:24])[C:15]([C:27]3[CH:32]=[CH:31][C:30]([Cl:33])=[CH:29][C:28]=3[F:34])([C:25]#[N:26])[CH:14]([CH3:35])[NH:13]2)=[O:11])[CH2:4][O:3]1.[CH3:37][C:38]1[CH:39]=[C:40]([CH:44]=[CH:45][CH:46]=1)[C:41](Cl)=[O:42].C(N(CC)CC)C.Cl. Product: [OH:6][CH:5]([CH2:4][OH:3])[CH2:7][CH2:8][NH:9][C:10]([CH:12]1[CH:16]([C:17]2[CH:22]=[CH:21][CH:20]=[C:19]([Cl:23])[C:18]=2[F:24])[C:15]([C:27]2[CH:32]=[CH:31][C:30]([Cl:33])=[CH:29][C:28]=2[F:34])([C:25]#[N:26])[CH:14]([CH3:35])[N:13]1[C:41](=[O:42])[C:40]1[CH:44]=[CH:45][CH:46]=[C:38]([CH3:37])[CH:39]=1)=[O:11]. The catalyst class is: 168.